Dataset: Forward reaction prediction with 1.9M reactions from USPTO patents (1976-2016). Task: Predict the product of the given reaction. (1) Given the reactants [Cl:1][C:2]1[N:7]=[C:6](Cl)[C:5]([Cl:9])=[CH:4][N:3]=1.C[Mg+].[Br-].[CH3:13]COCC, predict the reaction product. The product is: [Cl:1][C:2]1[N:7]=[C:6]([CH3:13])[C:5]([Cl:9])=[CH:4][N:3]=1. (2) The product is: [Br:20][C:21]1[CH:22]=[CH:23][C:24]([N:27]2[C:31]([C:32]([F:33])([F:34])[F:35])=[CH:30][C:29]([C:36]3[N:46]([CH3:47])[C:48](=[O:49])[O:50][N:51]=3)=[N:28]2)=[N:25][CH:26]=1. Given the reactants BrC1C=CC(N2C(C(F)(F)F)=CC(C(N)=O)=N2)=NC=1.[Br:20][C:21]1[CH:22]=[CH:23][C:24]([N:27]2[C:31]([C:32]([F:35])([F:34])[F:33])=[CH:30][C:29]([C:36](O)=O)=[N:28]2)=[N:25][CH:26]=1.C(Cl)(=O)C(Cl)=O.C[N:46]([CH:48]=[O:49])[CH3:47].[OH-:50].[NH4+:51], predict the reaction product. (3) Given the reactants CCCC[N+](CCCC)(CCCC)CCCC.[F-].[Si]([C:26]#[C:27][C:28]1[C:33]([F:34])=[CH:32][C:31]([C:35]2[CH:40]=[CH:39][C:38]([Cl:41])=[CH:37][CH:36]=2)=[CH:30][N:29]=1)(C(C)(C)C)(C)C, predict the reaction product. The product is: [Cl:41][C:38]1[CH:39]=[CH:40][C:35]([C:31]2[CH:32]=[C:33]([F:34])[C:28]([C:27]#[CH:26])=[N:29][CH:30]=2)=[CH:36][CH:37]=1. (4) Given the reactants I[C:2]1[CH:3]=[C:4]2[N:10]=[CH:9][N:8]([CH2:11][C:12]3[CH:17]=[CH:16][C:15]([O:18][CH2:19][C:20]4[CH:21]=[N:22][C:23]([O:26][CH3:27])=[CH:24][CH:25]=4)=[C:14]([O:28][CH3:29])[CH:13]=3)[C:5]2=[N:6][CH:7]=1.[CH3:30][N:31]1[CH2:36][CH2:35][NH:34][CH2:33][CH2:32]1.N1CCC[C@H]1C(O)=O.C(=O)([O-])[O-].[K+].[K+], predict the reaction product. The product is: [CH3:29][O:28][C:14]1[CH:13]=[C:12]([CH:17]=[CH:16][C:15]=1[O:18][CH2:19][C:20]1[CH:21]=[N:22][C:23]([O:26][CH3:27])=[CH:24][CH:25]=1)[CH2:11][N:8]1[C:5]2=[N:6][CH:7]=[C:2]([N:34]3[CH2:35][CH2:36][N:31]([CH3:30])[CH2:32][CH2:33]3)[CH:3]=[C:4]2[N:10]=[CH:9]1. (5) The product is: [O:20]=[C:14]([O:7][C:1]1[CH:6]=[CH:5][CH:4]=[CH:3][CH:2]=1)[CH2:15][CH2:16][C:17]([OH:19])=[O:18]. Given the reactants [C:1]1([OH:7])[CH:6]=[CH:5][CH:4]=[CH:3][CH:2]=1.C(=O)([O-])[O-].[Na+].[Na+].[C:14]1(=[O:20])[O:19][C:17](=[O:18])[CH2:16][CH2:15]1.Cl, predict the reaction product.